This data is from Catalyst prediction with 721,799 reactions and 888 catalyst types from USPTO. The task is: Predict which catalyst facilitates the given reaction. (1) Reactant: [CH3:1][O:2][C:3]1[CH:8]=[C:7]([O:9][CH3:10])[CH:6]=[CH:5][C:4]=1Br.[Li]CCCC.CON(C)[C:20](=[O:34])[CH2:21][N:22]([CH3:33])[C:23]1[CH:32]=[CH:31][C:26]([C:27]([O:29][CH3:30])=[O:28])=[CH:25][CH:24]=1. Product: [CH3:1][O:2][C:3]1[CH:8]=[C:7]([O:9][CH3:10])[CH:6]=[CH:5][C:4]=1[C:20](=[O:34])[CH2:21][N:22]([CH3:33])[C:23]1[CH:24]=[CH:25][C:26]([C:27]([O:29][CH3:30])=[O:28])=[CH:31][CH:32]=1. The catalyst class is: 1. (2) Product: [NH2:1][C:2]1[N:6]([CH:7]2[CH2:12][CH2:11][CH2:10][CH2:9][CH2:8]2)[N:5]=[C:4]([C:13]2[CH:18]=[CH:17][C:16]([O:19][C:20]3[CH:25]=[CH:24][CH:23]=[CH:22][CH:21]=3)=[CH:15][CH:14]=2)[C:3]=1[C:26]([NH2:27])=[O:29]. Reactant: [NH2:1][C:2]1[N:6]([CH:7]2[CH2:12][CH2:11][CH2:10][CH2:9][CH2:8]2)[N:5]=[C:4]([C:13]2[CH:18]=[CH:17][C:16]([O:19][C:20]3[CH:25]=[CH:24][CH:23]=[CH:22][CH:21]=3)=[CH:15][CH:14]=2)[C:3]=1[C:26]#[N:27].C([O-])([O-])=[O:29].[K+].[K+].OO.O. The catalyst class is: 197.